Dataset: Forward reaction prediction with 1.9M reactions from USPTO patents (1976-2016). Task: Predict the product of the given reaction. (1) Given the reactants [CH:1]([NH2:3])=O.C(O)(=O)C.[NH2:8][C:9]1[CH:17]=[C:16]([F:18])[C:15]([F:19])=[CH:14][C:10]=1[C:11](O)=[O:12], predict the reaction product. The product is: [F:19][C:15]1[CH:14]=[C:10]2[C:9](=[CH:17][C:16]=1[F:18])[N:8]=[CH:1][N:3]=[C:11]2[OH:12]. (2) The product is: [CH3:1][N:2]([CH3:26])[C:3]([C:5]1[CH:17]=[C:16]([OH:18])[C:8]2[N:9]=[C:10]([CH:13]3[CH2:15][CH2:14]3)[N:11]([CH3:12])[C:7]=2[CH:6]=1)=[O:4]. Given the reactants [CH3:1][N:2]([CH3:26])[C:3]([C:5]1[CH:17]=[C:16]([O:18]CC2C=CC=CC=2)[C:8]2[N:9]=[C:10]([CH:13]3[CH2:15][CH2:14]3)[N:11]([CH3:12])[C:7]=2[CH:6]=1)=[O:4], predict the reaction product.